Regression. Given two drug SMILES strings and cell line genomic features, predict the synergy score measuring deviation from expected non-interaction effect. From a dataset of NCI-60 drug combinations with 297,098 pairs across 59 cell lines. (1) Drug 1: CC(C)(C#N)C1=CC(=CC(=C1)CN2C=NC=N2)C(C)(C)C#N. Drug 2: C1CC(=O)NC(=O)C1N2C(=O)C3=CC=CC=C3C2=O. Cell line: NCI-H460. Synergy scores: CSS=-6.96, Synergy_ZIP=3.97, Synergy_Bliss=1.92, Synergy_Loewe=-4.52, Synergy_HSA=-3.98. (2) Drug 1: C1=CC=C(C=C1)NC(=O)CCCCCCC(=O)NO. Drug 2: CN1C2=C(C=C(C=C2)N(CCCl)CCCl)N=C1CCCC(=O)O.Cl. Cell line: OVCAR-5. Synergy scores: CSS=27.2, Synergy_ZIP=0.696, Synergy_Bliss=4.83, Synergy_Loewe=-19.6, Synergy_HSA=2.46. (3) Drug 1: CS(=O)(=O)CCNCC1=CC=C(O1)C2=CC3=C(C=C2)N=CN=C3NC4=CC(=C(C=C4)OCC5=CC(=CC=C5)F)Cl. Drug 2: C1C(C(OC1N2C=NC3=C2NC=NCC3O)CO)O. Cell line: SF-268. Synergy scores: CSS=11.2, Synergy_ZIP=-1.89, Synergy_Bliss=-2.75, Synergy_Loewe=1.12, Synergy_HSA=-0.850. (4) Drug 1: CC1=C2C(C(=O)C3(C(CC4C(C3C(C(C2(C)C)(CC1OC(=O)C(C(C5=CC=CC=C5)NC(=O)OC(C)(C)C)O)O)OC(=O)C6=CC=CC=C6)(CO4)OC(=O)C)O)C)O. Drug 2: C1CCC(C(C1)N)N.C(=O)(C(=O)[O-])[O-].[Pt+4]. Cell line: A549. Synergy scores: CSS=19.4, Synergy_ZIP=-2.55, Synergy_Bliss=-4.40, Synergy_Loewe=0.133, Synergy_HSA=-2.27. (5) Drug 1: CC1CCCC2(C(O2)CC(NC(=O)CC(C(C(=O)C(C1O)C)(C)C)O)C(=CC3=CSC(=N3)C)C)C. Drug 2: COCCOC1=C(C=C2C(=C1)C(=NC=N2)NC3=CC=CC(=C3)C#C)OCCOC.Cl. Cell line: HCT116. Synergy scores: CSS=59.6, Synergy_ZIP=16.0, Synergy_Bliss=26.5, Synergy_Loewe=-30.6, Synergy_HSA=8.99. (6) Cell line: CAKI-1. Drug 1: CC1C(C(CC(O1)OC2CC(CC3=C2C(=C4C(=C3O)C(=O)C5=C(C4=O)C(=CC=C5)OC)O)(C(=O)C)O)N)O.Cl. Drug 2: CC1=C(C=C(C=C1)C(=O)NC2=CC(=CC(=C2)C(F)(F)F)N3C=C(N=C3)C)NC4=NC=CC(=N4)C5=CN=CC=C5. Synergy scores: CSS=38.6, Synergy_ZIP=-1.46, Synergy_Bliss=-2.84, Synergy_Loewe=-5.93, Synergy_HSA=1.70. (7) Drug 1: C1=CC(=CC=C1CCC2=CNC3=C2C(=O)NC(=N3)N)C(=O)NC(CCC(=O)O)C(=O)O. Drug 2: CCC1(C2=C(COC1=O)C(=O)N3CC4=CC5=C(C=CC(=C5CN(C)C)O)N=C4C3=C2)O.Cl. Cell line: CAKI-1. Synergy scores: CSS=24.8, Synergy_ZIP=-6.06, Synergy_Bliss=-2.43, Synergy_Loewe=-0.254, Synergy_HSA=0.569. (8) Drug 1: CS(=O)(=O)C1=CC(=C(C=C1)C(=O)NC2=CC(=C(C=C2)Cl)C3=CC=CC=N3)Cl. Drug 2: CC1CCC2CC(C(=CC=CC=CC(CC(C(=O)C(C(C(=CC(C(=O)CC(OC(=O)C3CCCCN3C(=O)C(=O)C1(O2)O)C(C)CC4CCC(C(C4)OC)OCCO)C)C)O)OC)C)C)C)OC. Cell line: HL-60(TB). Synergy scores: CSS=-4.35, Synergy_ZIP=-2.28, Synergy_Bliss=-4.24, Synergy_Loewe=-17.0, Synergy_HSA=-9.51. (9) Drug 1: C1=C(C(=O)NC(=O)N1)F. Drug 2: C1=NC2=C(N1)C(=S)N=C(N2)N. Cell line: OVCAR-5. Synergy scores: CSS=45.0, Synergy_ZIP=-7.46, Synergy_Bliss=-8.85, Synergy_Loewe=-3.84, Synergy_HSA=-0.205.